Regression/Classification. Given a drug SMILES string, predict its toxicity properties. Task type varies by dataset: regression for continuous values (e.g., LD50, hERG inhibition percentage) or binary classification for toxic/non-toxic outcomes (e.g., AMES mutagenicity, cardiotoxicity, hepatotoxicity). Dataset: herg_karim. From a dataset of hERG potassium channel inhibition data for cardiac toxicity prediction from Karim et al.. (1) The drug is COc1nc2c(CCC34CCC(NCc5ccc6c(n5)NC(=O)CO6)(CC3)CO4)ccnc2cc1C#N. The result is 1 (blocker). (2) The drug is N[C@H](C(=O)N1CCCC1)[C@H]1CC[C@H](NS(=O)(=O)c2ccc(NS(=O)(=O)CC(F)(F)F)cc2)CC1. The result is 0 (non-blocker). (3) The result is 1 (blocker). The molecule is CS(=O)(=O)Nc1ccc(OCC(O)CN(CCc2ccc(Cl)c(Cl)c2)Cc2cccc(O)c2)cc1. (4) The molecule is Cc1nc(C(N)=O)ccc1-c1nnc(SCCCN2CC[C@]3(C[C@@H]3c3ccc(C(F)(F)F)cc3)C2)n1C. The result is 1 (blocker). (5) The drug is CC1Cc2c([nH]c3cc(F)c(F)cc23)C2(N1)C(=O)Nc1ccc(Cl)cc12. The result is 0 (non-blocker). (6) The drug is CCOC(=O)CCCOc1ccc2ncc(F)c(CCC34CCC(NCc5ccc6c(n5)NC(=O)CO6)(CC3)CO4)c2n1. The result is 1 (blocker). (7) The molecule is O=C1N(CCN2C[C@H]3CC[C@H](CC3)C2)CCN1c1cccc(Cl)c1. The result is 1 (blocker).